This data is from Reaction yield outcomes from USPTO patents with 853,638 reactions. The task is: Predict the reaction yield, written as a fraction of the theoretical maximum amount of product (1.0 means a 100% yield; for example, 0.34 means a 34% yield). (1) The reactants are [N:1]([CH2:4][C:5]1[N:10]=[C:9]([CH2:11][N:12]([CH2:23][C:24]2[C:33]3[C:28](=[CH:29][CH:30]=[CH:31][CH:32]=3)[CH:27]=[CH:26][CH:25]=2)[CH2:13][C:14]([O:16][CH2:17][CH2:18][Si:19]([CH3:22])([CH3:21])[CH3:20])=[O:15])[CH:8]=[CH:7][CH:6]=1)=[N+]=[N-]. The catalyst is CO.[Pd]. The product is [NH2:1][CH2:4][C:5]1[N:10]=[C:9]([CH2:11][N:12]([CH2:23][C:24]2[C:33]3[C:28](=[CH:29][CH:30]=[CH:31][CH:32]=3)[CH:27]=[CH:26][CH:25]=2)[CH2:13][C:14]([O:16][CH2:17][CH2:18][Si:19]([CH3:22])([CH3:20])[CH3:21])=[O:15])[CH:8]=[CH:7][CH:6]=1. The yield is 0.900. (2) The reactants are [N:1]([C:4]1[CH:11]=[CH:10][C:7]([C:8]#[N:9])=[C:6]([CH3:12])[N:5]=1)=[C:2]=S.C(N(CC)CC)C.Cl.Cl.[NH2:22][CH2:23][C:24]1([OH:32])[CH:29]2[CH2:30][CH2:31][N:26]([CH2:27][CH2:28]2)[CH2:25]1.C(N=C=NC(C)C)(C)C. The catalyst is CN(C)C=O. The product is [N:26]12[CH2:31][CH2:30][CH:29]([CH2:28][CH2:27]1)[C@@:24]1([O:32][C:2]([NH:1][C:4]3[CH:11]=[CH:10][C:7]([C:8]#[N:9])=[C:6]([CH3:12])[N:5]=3)=[N:22][CH2:23]1)[CH2:25]2. The yield is 0.210. (3) The reactants are Cl.[CH3:2][S:3]([C:6]1[CH:11]=[CH:10][C:9]([N:12]2[C:16]3=[N:17][CH:18]=[N:19][C:20]([O:21][CH:22]4[CH2:27][CH2:26][NH:25][CH2:24][CH2:23]4)=[C:15]3[CH:14]=[N:13]2)=[CH:8][CH:7]=1)(=[O:5])=[O:4].Cl[C:29]([O:31][CH2:32][C:33]([CH3:36])([CH3:35])[CH3:34])=[O:30].C(N(CC)CC)C. The catalyst is CN(C=O)C. The product is [CH3:34][C:33]([CH3:36])([CH3:35])[CH2:32][O:31][C:29]([N:25]1[CH2:26][CH2:27][CH:22]([O:21][C:20]2[N:19]=[CH:18][N:17]=[C:16]3[N:12]([C:9]4[CH:10]=[CH:11][C:6]([S:3]([CH3:2])(=[O:4])=[O:5])=[CH:7][CH:8]=4)[N:13]=[CH:14][C:15]=23)[CH2:23][CH2:24]1)=[O:30]. The yield is 0.270. (4) The reactants are [F:1][C:2]1[CH:10]=[C:9]2[C:5]([C:6]([I:11])=[CH:7][NH:8]2)=[CH:4][C:3]=1[C:12]([OH:14])=[O:13].[H-].[Na+].[S:17](Cl)([C:20]1[CH:26]=[CH:25][C:23]([CH3:24])=[CH:22][CH:21]=1)(=[O:19])=[O:18]. The catalyst is CN(C=O)C. The product is [F:1][C:2]1[CH:10]=[C:9]2[C:5]([C:6]([I:11])=[CH:7][N:8]2[S:17]([C:20]2[CH:26]=[CH:25][C:23]([CH3:24])=[CH:22][CH:21]=2)(=[O:19])=[O:18])=[CH:4][C:3]=1[C:12]([OH:14])=[O:13]. The yield is 0.880.